This data is from Reaction yield outcomes from USPTO patents with 853,638 reactions. The task is: Predict the reaction yield, written as a fraction of the theoretical maximum amount of product (1.0 means a 100% yield; for example, 0.34 means a 34% yield). (1) The reactants are [NH2:1][C:2]1[CH:3]=[CH:4][C:5]2[O:10][CH2:9][CH2:8][N:7]([C:11]3[S:12][C:13]4[C:19](=[O:20])[CH2:18][C:17]([CH3:22])([CH3:21])[CH2:16][C:14]=4[N:15]=3)[C:6]=2[CH:23]=1.[O:24]1[CH2:28][CH2:27][CH:26]([CH:29]=O)[CH2:25]1.C1([SiH3])C=CC=CC=1.C([Sn](Cl)(Cl)CCCC)CCC. The catalyst is C1COCC1. The product is [CH3:22][C:17]1([CH3:21])[CH2:16][C:14]2[N:15]=[C:11]([N:7]3[C:6]4[CH:23]=[C:2]([NH:1][CH2:29][CH:26]5[CH2:27][CH2:28][O:24][CH2:25]5)[CH:3]=[CH:4][C:5]=4[O:10][CH2:9][CH2:8]3)[S:12][C:13]=2[C:19](=[O:20])[CH2:18]1. The yield is 0.220. (2) The reactants are [Br:1][C:2]1[CH:3]=[C:4]([C:9]([OH:11])=[O:10])[S:5][C:6]=1[CH2:7][CH3:8].S(=O)(=O)(O)O.O.[CH3:18]O. No catalyst specified. The product is [Br:1][C:2]1[CH:3]=[C:4]([C:9]([O:11][CH3:18])=[O:10])[S:5][C:6]=1[CH2:7][CH3:8]. The yield is 1.00. (3) The reactants are [NH2:1][CH2:2][C:3]1[CH:4]=[C:5]([N:9]2[C:13]([C:14]([NH:16][CH2:17][C:18]3[CH:23]=[CH:22][CH:21]=[CH:20][C:19]=3[O:24][CH3:25])=[O:15])=[CH:12][C:11]([C:26]([F:29])([F:28])[F:27])=[N:10]2)[CH:6]=[CH:7][CH:8]=1.FC1C=CC2NC(=O)N([C:40](=[S:51])[C@H:41]([NH:43][C:44](=[O:50])[O:45][C:46]([CH3:49])([CH3:48])[CH3:47])[CH3:42])C=2C=1. The catalyst is CN(C=O)C.O. The product is [CH3:25][O:24][C:19]1[CH:20]=[CH:21][CH:22]=[CH:23][C:18]=1[CH2:17][NH:16][C:14]([C:13]1[N:9]([C:5]2[CH:4]=[C:3]([CH:8]=[CH:7][CH:6]=2)[CH2:2][NH:1][C:40](=[S:51])[C@@H:41]([NH:43][C:44](=[O:50])[O:45][C:46]([CH3:48])([CH3:47])[CH3:49])[CH3:42])[N:10]=[C:11]([C:26]([F:28])([F:29])[F:27])[CH:12]=1)=[O:15]. The yield is 0.386. (4) The reactants are [Cl:1][C:2]1[CH:18]=[CH:17][C:5]2[C:6]3[N:7]([N:11]=[C:12]([C:14](O)=[O:15])[N:13]=3)[CH2:8][CH2:9][O:10][C:4]=2[CH:3]=1.C[N:20](C)C=O.F[P-](F)(F)(F)(F)F.C[N+](C)=C(N(C)C)ON1C2N=CC=CC=2N=N1.ClC1C=CC2N=NN(O)C=2C=1.[NH4+].[Cl-].C(N(CC)C(C)C)(C)C. No catalyst specified. The product is [Cl:1][C:2]1[CH:18]=[CH:17][C:5]2[C:6]3[N:7]([N:11]=[C:12]([C:14]([NH2:20])=[O:15])[N:13]=3)[CH2:8][CH2:9][O:10][C:4]=2[CH:3]=1. The yield is 0.0530. (5) The reactants are [Cl:1][C:2]1[CH:3]=[C:4]([C:8]2[C:17]3[C:12](=[CH:13][C:14]([O:18][CH3:19])=[CH:15][CH:16]=3)[C:11](=[O:20])[NH:10][N:9]=2)[CH:5]=[CH:6][CH:7]=1.[H-].[Na+].Br[CH2:24][C:25]([C:27]1([C:30]2[CH:40]=[CH:39][C:33]3[O:34][C:35]([F:38])([F:37])[O:36][C:32]=3[CH:31]=2)[CH2:29][CH2:28]1)=[O:26]. The catalyst is CN(C=O)C.O. The product is [Cl:1][C:2]1[CH:3]=[C:4]([C:8]2[C:17]3[C:12](=[CH:13][C:14]([O:18][CH3:19])=[CH:15][CH:16]=3)[C:11](=[O:20])[N:10]([CH2:24][C:25]([C:27]3([C:30]4[CH:40]=[CH:39][C:33]5[O:34][C:35]([F:37])([F:38])[O:36][C:32]=5[CH:31]=4)[CH2:28][CH2:29]3)=[O:26])[N:9]=2)[CH:5]=[CH:6][CH:7]=1. The yield is 0.160. (6) The reactants are F[P-](F)(F)(F)(F)F.N1(OC(N(C)C)=[N+](C)C)C2N=CC=CC=2N=N1.C(OC([NH:32][C:33]1([C:48]([OH:50])=O)[CH2:38][CH2:37][N:36]([C:39]2[C:40]3[CH:47]=[CH:46][NH:45][C:41]=3[N:42]=[CH:43][N:44]=2)[CH2:35][CH2:34]1)=O)(C)(C)C.[Cl:51][C:52]1[CH:57]=[CH:56][C:55]([CH:58]([NH2:61])[CH2:59][CH3:60])=[CH:54][CH:53]=1.CCN(C(C)C)C(C)C. The catalyst is CC(N(C)C)=O. The product is [NH2:32][C:33]1([C:48]([NH:61][CH:58]([C:55]2[CH:54]=[CH:53][C:52]([Cl:51])=[CH:57][CH:56]=2)[CH2:59][CH3:60])=[O:50])[CH2:34][CH2:35][N:36]([C:39]2[C:40]3[CH:47]=[CH:46][NH:45][C:41]=3[N:42]=[CH:43][N:44]=2)[CH2:37][CH2:38]1. The yield is 0.668. (7) The reactants are F[B-](F)(F)F.[N:6]1([O:15]C(N(C)C)=[N+](C)C)C2C=CC=CC=2N=N1.C(N(C(C)C)CC)(C)C.[CH2:32]([N:39]1[CH2:44][CH2:43][N:42]([CH:45]([CH2:49][NH:50][C:51](=[O:73])[C:52]2[CH:57]=[CH:56][C:55]([O:58][CH2:59][C:60]3[C:61]([C:69]([F:72])([F:71])[F:70])=[N:62][N:63]4[CH:68]=[CH:67][CH:66]=[CH:65][C:64]=34)=[CH:54][CH:53]=2)[C:46](O)=[O:47])[CH2:41][CH2:40]1)[C:33]1[CH:38]=[CH:37][CH:36]=[CH:35][CH:34]=1.[Si](ON)(C(C)(C)C)(C)C.C(O)(=O)CC(CC(O)=O)(C(O)=O)O.C(=O)([O-])O.[Na+]. The catalyst is CN(C)C=O.O. The product is [CH2:32]([N:39]1[CH2:44][CH2:43][N:42]([CH:45]([C:46](=[O:47])[NH:6][OH:15])[CH2:49][NH:50][C:51](=[O:73])[C:52]2[CH:57]=[CH:56][C:55]([O:58][CH2:59][C:60]3[C:61]([C:69]([F:71])([F:72])[F:70])=[N:62][N:63]4[CH:68]=[CH:67][CH:66]=[CH:65][C:64]=34)=[CH:54][CH:53]=2)[CH2:41][CH2:40]1)[C:33]1[CH:34]=[CH:35][CH:36]=[CH:37][CH:38]=1. The yield is 0.210. (8) The reactants are [F:1][C:2]1[CH:9]=[CH:8][C:5]([CH2:6][NH2:7])=[CH:4][CH:3]=1.F[C:11]1([CH:19]=[CH:18][N:17]=[CH:16][CH2:15]1)[C:12]([OH:14])=[O:13]. No catalyst specified. The product is [F:1][C:2]1[CH:9]=[CH:8][C:5]([CH2:6][NH:7][C:15]2[CH:16]=[N:17][CH:18]=[CH:19][C:11]=2[C:12]([OH:14])=[O:13])=[CH:4][CH:3]=1. The yield is 0.550. (9) The reactants are CC1(C)O[C:6](=[O:8])[C:5](=[CH:9][NH:10][C:11]2[CH:18]=[CH:17][C:14]([C:15]#[N:16])=[CH:13][CH:12]=2)C(=O)O1.C1C=CC(C2C=CC=CC=2)=CC=1.C1C=CC(OC2C=CC=CC=2)=CC=1. The catalyst is CCOCC. The product is [O:8]=[C:6]1[C:12]2[C:11](=[CH:18][CH:17]=[C:14]([C:15]#[N:16])[CH:13]=2)[NH:10][CH:9]=[CH:5]1. The yield is 0.940.